This data is from Reaction yield outcomes from USPTO patents with 853,638 reactions. The task is: Predict the reaction yield, written as a fraction of the theoretical maximum amount of product (1.0 means a 100% yield; for example, 0.34 means a 34% yield). (1) The reactants are [Cl:1][C:2]1[CH:7]=[CH:6][CH:5]=[CH:4][C:3]=1[C:8]1[C:12]([C:13]2[N:14]([CH2:18][O:19][CH2:20][CH2:21][Si:22]([CH3:25])([CH3:24])[CH3:23])[CH:15]=[CH:16][N:17]=2)=[CH:11][N:10]([C:26]2[C:31]([CH3:32])=[CH:30][N:29]=[C:28](F)[CH:27]=2)[N:9]=1.[CH3:34][O:35][C:36]1[CH:41]=[C:40]([O:42][CH3:43])[CH:39]=[CH:38][C:37]=1[CH2:44][NH2:45].CCN(C(C)C)C(C)C. The catalyst is C(O)CCC. The product is [Cl:1][C:2]1[CH:7]=[CH:6][CH:5]=[CH:4][C:3]=1[C:8]1[C:12]([C:13]2[N:14]([CH2:18][O:19][CH2:20][CH2:21][Si:22]([CH3:25])([CH3:24])[CH3:23])[CH:15]=[CH:16][N:17]=2)=[CH:11][N:10]([C:26]2[C:31]([CH3:32])=[CH:30][N:29]=[C:28]([NH:45][CH2:44][C:37]3[CH:38]=[CH:39][C:40]([O:42][CH3:43])=[CH:41][C:36]=3[O:35][CH3:34])[CH:27]=2)[N:9]=1. The yield is 0.750. (2) The reactants are [NH2:1][C:2]1[CH:3]=[CH:4][CH:5]=[C:6]2[C:11]=1[N:10]=[CH:9][CH:8]=[CH:7]2.Cl.Cl[CH2:14][CH2:15][NH:16][CH2:17][CH2:18]Cl.C(O)CCCCC.[OH-].[Na+]. The catalyst is ClC1C=CC=CC=1Cl. The product is [N:10]1[C:11]2[C:6](=[CH:5][CH:4]=[CH:3][C:2]=2[N:1]2[CH2:18][CH2:17][NH:16][CH2:15][CH2:14]2)[CH:7]=[CH:8][CH:9]=1. The yield is 0.220. (3) The product is [N:21]1[CH:26]=[CH:25][CH:24]=[CH:23][C:22]=1[NH:27][C:12](=[O:14])[CH:11]([N:7]1[C:8]2[C:4](=[CH:3][C:2]([Br:1])=[CH:10][CH:9]=2)[C:5](=[O:20])[C:6]1=[O:19])[CH2:15][CH:16]([CH3:18])[CH3:17]. The reactants are [Br:1][C:2]1[CH:3]=[C:4]2[C:8](=[CH:9][CH:10]=1)[N:7]([CH:11]([CH2:15][CH:16]([CH3:18])[CH3:17])[C:12]([OH:14])=O)[C:6](=[O:19])[C:5]2=[O:20].[N:21]1[CH:26]=[CH:25][CH:24]=[CH:23][C:22]=1[NH2:27].C(N(CC)C(C)C)(C)C.F[P-](F)(F)(F)(F)F.N1(O[P+](N(C)C)(N(C)C)N(C)C)C2C=CC=CC=2N=N1. The yield is 0.630. The catalyst is CN(C)C=O.C(OCC)(=O)C. (4) The reactants are Cl.[CH3:2][C:3]([CH3:12])([CH3:11])[CH2:4][C@H:5]([NH2:10])[CH2:6][N:7]([CH3:9])[CH3:8].C(N(CC)CC)C.[CH3:20][C@@H:21]1[C@@H:26]([NH:27][C:28]([CH:30]2[CH2:34][CH2:33][S:32](=[O:36])(=[O:35])[N:31]2[CH2:37][C:38]2[CH:43]=[CH:42][CH:41]=[C:40]([CH:44]=O)[CH:39]=2)=[O:29])[CH2:25][C@H:24]2[CH2:46][C@@H:22]1[C:23]2([CH3:48])[CH3:47].C([BH3-])#N.[Na+]. The catalyst is CO.C(O)(=O)C. The product is [CH3:20][C@@H:21]1[C@@H:26]([NH:27][C:28]([CH:30]2[CH2:34][CH2:33][S:32](=[O:36])(=[O:35])[N:31]2[CH2:37][C:38]2[CH:43]=[CH:42][CH:41]=[C:40]([CH2:44][NH:10][C@H:5]([CH2:6][N:7]([CH3:9])[CH3:8])[CH2:4][C:3]([CH3:12])([CH3:11])[CH3:2])[CH:39]=2)=[O:29])[CH2:25][C@H:24]2[CH2:46][C@@H:22]1[C:23]2([CH3:47])[CH3:48]. The yield is 0.890. (5) The reactants are [Br:1][C:2]1[CH:3]=[C:4]2[C:9](=[CH:10][CH:11]=1)[CH2:8][C:7](=O)[CH2:6][CH2:5]2.[CH2:13]([NH2:16])[C:14]#[CH:15]. No catalyst specified. The product is [Br:1][C:2]1[CH:11]=[CH:10][C:9]2[C:8]3[CH:15]=[CH:14][CH:13]=[N:16][C:7]=3[CH2:6][CH2:5][C:4]=2[CH:3]=1. The yield is 0.690. (6) The reactants are [CH3:1][N:2]([CH2:13][C:14]1[N:18]([CH2:19][CH:20]2[O:25][CH2:24][CH2:23][N:22](C(OC(C)(C)C)=O)[CH2:21]2)[C:17]2[CH:33]=[CH:34][CH:35]=[CH:36][C:16]=2[N:15]=1)[CH:3]1[C:12]2[N:11]=[CH:10][CH:9]=[CH:8][C:7]=2[CH2:6][CH2:5][CH2:4]1.CN(CC1N(CC2CCNCC2)C2C=CC=CC=2N=1)C1C2N=CC=CC=2CCC1. The yield is 0.770. No catalyst specified. The product is [CH3:1][N:2]([CH2:13][C:14]1[N:18]([CH2:19][CH:20]2[O:25][CH2:24][CH2:23][NH:22][CH2:21]2)[C:17]2[CH:33]=[CH:34][CH:35]=[CH:36][C:16]=2[N:15]=1)[CH:3]1[C:12]2[N:11]=[CH:10][CH:9]=[CH:8][C:7]=2[CH2:6][CH2:5][CH2:4]1.